This data is from TCR-epitope binding with 47,182 pairs between 192 epitopes and 23,139 TCRs. The task is: Binary Classification. Given a T-cell receptor sequence (or CDR3 region) and an epitope sequence, predict whether binding occurs between them. The epitope is HSKKKCDEL. The TCR CDR3 sequence is CASSLWEHTEAFF. Result: 0 (the TCR does not bind to the epitope).